From a dataset of NCI-60 drug combinations with 297,098 pairs across 59 cell lines. Regression. Given two drug SMILES strings and cell line genomic features, predict the synergy score measuring deviation from expected non-interaction effect. (1) Drug 1: CN1CCC(CC1)COC2=C(C=C3C(=C2)N=CN=C3NC4=C(C=C(C=C4)Br)F)OC. Drug 2: CC1=C(N=C(N=C1N)C(CC(=O)N)NCC(C(=O)N)N)C(=O)NC(C(C2=CN=CN2)OC3C(C(C(C(O3)CO)O)O)OC4C(C(C(C(O4)CO)O)OC(=O)N)O)C(=O)NC(C)C(C(C)C(=O)NC(C(C)O)C(=O)NCCC5=NC(=CS5)C6=NC(=CS6)C(=O)NCCC[S+](C)C)O. Cell line: SNB-75. Synergy scores: CSS=7.31, Synergy_ZIP=-5.10, Synergy_Bliss=-3.79, Synergy_Loewe=-4.83, Synergy_HSA=-2.53. (2) Drug 1: C1CC(=O)NC(=O)C1N2CC3=C(C2=O)C=CC=C3N. Drug 2: CC1=C(C(=O)C2=C(C1=O)N3CC4C(C3(C2COC(=O)N)OC)N4)N. Cell line: HCT-15. Synergy scores: CSS=40.9, Synergy_ZIP=2.76, Synergy_Bliss=2.98, Synergy_Loewe=-32.8, Synergy_HSA=4.64.